Task: Predict the reaction yield, written as a fraction of the theoretical maximum amount of product (1.0 means a 100% yield; for example, 0.34 means a 34% yield).. Dataset: Reaction yield outcomes from USPTO patents with 853,638 reactions (1) The product is [Cl:24][C:22]1[CH:23]=[C:18]([NH:10][S:7]([C:1]2[CH:6]=[CH:5][CH:4]=[CH:3][CH:2]=2)(=[O:9])=[O:8])[C:19]2[N:20]([CH:25]=[CH:26][N:27]=2)[N:21]=1. The yield is 0.730. The reactants are [C:1]1([S:7]([NH2:10])(=[O:9])=[O:8])[CH:6]=[CH:5][CH:4]=[CH:3][CH:2]=1.C(=O)([O-])[O-].[Cs+].[Cs+].Br[C:18]1[C:19]2[N:20]([CH:25]=[CH:26][N:27]=2)[N:21]=[C:22]([Cl:24])[CH:23]=1.O1CCOCC1. The catalyst is ClCCl.C1C=CC(/C=C/C(/C=C/C2C=CC=CC=2)=O)=CC=1.C1C=CC(/C=C/C(/C=C/C2C=CC=CC=2)=O)=CC=1.C1C=CC(/C=C/C(/C=C/C2C=CC=CC=2)=O)=CC=1.[Pd].[Pd].C1(P(C2C=CC=CC=2)C2C3OC4C(=CC=CC=4P(C4C=CC=CC=4)C4C=CC=CC=4)C(C)(C)C=3C=CC=2)C=CC=CC=1. (2) The reactants are [OH-].[Na+].[OH:3][C:4]1[C:9](=[O:10])[CH:8]=[C:7]([CH:11]([OH:16])[C:12]([F:15])([F:14])[F:13])[N:6]([CH3:17])[C:5]=1[CH2:18][OH:19].[CH2:20](Br)[C:21]1[CH:26]=[CH:25][CH:24]=[CH:23][CH:22]=1. The catalyst is CO. The product is [CH2:20]([O:3][C:4]1[C:9](=[O:10])[CH:8]=[C:7]([CH:11]([OH:16])[C:12]([F:15])([F:13])[F:14])[N:6]([CH3:17])[C:5]=1[CH2:18][OH:19])[C:21]1[CH:26]=[CH:25][CH:24]=[CH:23][CH:22]=1. The yield is 0.760. (3) The reactants are [N:1]([CH2:4][CH2:5][NH:6]C(=O)CCCCCCCCCCCCC)=[N+:2]=[N-:3].[F:22][C:23]1[CH:24]=[C:25]([CH:29]=[C:30]([F:32])[CH:31]=1)[C:26](Cl)=[O:27].N(CCN)=[N+]=[N-].C(N(CC)CC)C. The catalyst is ClCCl. The product is [N:1]([CH2:4][CH2:5][NH:6][C:26](=[O:27])[C:25]1[CH:24]=[C:23]([F:22])[CH:31]=[C:30]([F:32])[CH:29]=1)=[N+:2]=[N-:3]. The yield is 0.590. (4) The reactants are [NH:1]1[CH2:5][CH2:4][N:3]=[C:2]1[CH2:6][CH2:7][CH2:8][C:9]1[CH:15]=[CH:14][C:12]([NH2:13])=[CH:11][CH:10]=1.[C:16](Cl)([O:18][CH2:19][C:20]1[CH:25]=[CH:24][CH:23]=[CH:22][CH:21]=1)=[O:17]. The catalyst is CN(C=O)C. The product is [NH:3]1[CH2:4][CH2:5][N:1]=[C:2]1[CH2:6][CH2:7][CH2:8][C:9]1[CH:10]=[CH:11][C:12]([NH:13][C:16](=[O:17])[O:18][CH2:19][C:20]2[CH:25]=[CH:24][CH:23]=[CH:22][CH:21]=2)=[CH:14][CH:15]=1. The yield is 0.760. (5) The reactants are [F:1][C:2]([F:9])([F:8])[C:3]1[CH:4]=[N:5][NH:6][CH:7]=1.[H-].[Na+].F[C:13]1[CH:20]=[CH:19][C:16]([C:17]#[N:18])=[CH:15][CH:14]=1.[Cl-].[NH4+]. The catalyst is CN(C)C=O. The product is [F:1][C:2]([F:9])([F:8])[C:3]1[CH:4]=[N:5][N:6]([C:13]2[CH:20]=[CH:19][C:16]([C:17]#[N:18])=[CH:15][CH:14]=2)[CH:7]=1. The yield is 0.720. (6) The reactants are [CH3:1][O:2][C:3]1[CH:12]=[C:11]2[C:6]([C:7](=[O:15])[N:8]([CH3:14])[C:9](=[O:13])[NH:10]2)=[CH:5][CH:4]=1.C[Si]([N-][Si](C)(C)C)(C)C.[Li+].CS(O[CH2:31][CH2:32][N:33]1[CH2:38][CH2:37][CH:36]([NH:39][C:40]([O:42][C:43]([CH3:46])([CH3:45])[CH3:44])=[O:41])[CH2:35][CH2:34]1)(=O)=O.COC1C=C2C(C=CC(=O)N2CCN2CCC(NC(=O)OC(C)(C)C)CC2)=CC=1. The catalyst is ClCCl.CO. The product is [CH3:1][O:2][C:3]1[CH:12]=[C:11]2[C:6]([C:7](=[O:15])[N:8]([CH3:14])[C:9](=[O:13])[N:10]2[CH2:31][CH2:32][N:33]2[CH2:38][CH2:37][CH:36]([NH:39][C:40](=[O:41])[O:42][C:43]([CH3:46])([CH3:45])[CH3:44])[CH2:35][CH2:34]2)=[CH:5][CH:4]=1. The yield is 0.180. (7) The reactants are [Cl:1][C:2]1[CH:3]=[CH:4][C:5]2[N:6]=[CH:7][N:8]=[C:9](OC3CCOCC3)[C:10]=2[N:11]=1.[CH:19]1([NH2:22])[CH2:21][CH2:20]1.CC(C)([O-])C.[Na+]. The catalyst is O1CCOCC1. The product is [Cl:1][C:2]1[CH:3]=[CH:4][C:5]2[N:6]=[CH:7][N:8]=[C:9]([NH:22][CH:19]3[CH2:21][CH2:20]3)[C:10]=2[N:11]=1. The yield is 0.540. (8) The reactants are [I:1][C:2]1[CH:3]=[C:4]([CH:7]=[CH:8][CH:9]=1)[CH2:5][NH2:6].C(N(CC)CC)C.[C:17]([O:21][C:22]([N:24]([C:43]([O:45][C:46]([CH3:49])([CH3:48])[CH3:47])=[O:44])[C@H:25]1[CH2:29][C@@H:28]([N:30]2[CH:38]=[N:37][C:36]3[C:31]2=[N:32][C:33]([Cl:40])=[N:34][C:35]=3Cl)[C@H:27]([OH:41])[C@@H:26]1[OH:42])=[O:23])([CH3:20])([CH3:19])[CH3:18]. The catalyst is ClCCl. The product is [C:17]([O:21][C:22]([N:24]([C:43]([O:45][C:46]([CH3:49])([CH3:48])[CH3:47])=[O:44])[C@H:25]1[CH2:29][C@@H:28]([N:30]2[CH:38]=[N:37][C:36]3[C:31]2=[N:32][C:33]([Cl:40])=[N:34][C:35]=3[NH:6][CH2:5][C:4]2[CH:7]=[CH:8][CH:9]=[C:2]([I:1])[CH:3]=2)[C@H:27]([OH:41])[C@@H:26]1[OH:42])=[O:23])([CH3:20])([CH3:19])[CH3:18]. The yield is 0.410. (9) The reactants are [C:1]([O:5][C:6]([NH:8][C:9]1[O:17][C:16]2[C:11](=[N:12][CH:13]=[C:14]([O:18][CH:19]([F:21])[F:20])[CH:15]=2)[C:10]=1[C:22]([O:24]CC)=[O:23])=[O:7])([CH3:4])([CH3:3])[CH3:2].O.[Li+].[OH-].Cl. The catalyst is C1COCC1.CO. The product is [C:1]([O:5][C:6]([NH:8][C:9]1[O:17][C:16]2[C:11](=[N:12][CH:13]=[C:14]([O:18][CH:19]([F:21])[F:20])[CH:15]=2)[C:10]=1[C:22]([OH:24])=[O:23])=[O:7])([CH3:4])([CH3:2])[CH3:3]. The yield is 0.910. (10) The catalyst is C1COCC1.O. The yield is 0.840. The reactants are [H-].[Al+3].[Li+].[H-].[H-].[H-].[CH2:7]([O:14][CH2:15][C@H:16]1[CH2:18][C@@H:17]1[C:19](OC)=[O:20])[C:8]1[CH:13]=[CH:12][CH:11]=[CH:10][CH:9]=1.C(OCC)(=O)C.C(C(C(C([O-])=O)O)O)([O-])=O.[Na+].[K+]. The product is [CH2:7]([O:14][CH2:15][C@H:16]1[CH2:18][C@@H:17]1[CH2:19][OH:20])[C:8]1[CH:13]=[CH:12][CH:11]=[CH:10][CH:9]=1.